This data is from Full USPTO retrosynthesis dataset with 1.9M reactions from patents (1976-2016). The task is: Predict the reactants needed to synthesize the given product. (1) Given the product [C:26]([C:23]1[CH:22]=[CH:21][C:20]([CH2:19][C:9]2[C:10]([CH2:17][CH3:18])=[N:11][C:12]3[C:7]([C:8]=2[O:28][CH:29]([F:31])[F:30])=[C:6]([O:5][CH2:4][C:3]([OH:32])=[O:2])[CH:15]=[CH:14][C:13]=3[F:16])=[CH:25][CH:24]=1)#[N:27], predict the reactants needed to synthesize it. The reactants are: C[O:2][C:3](=[O:32])[CH2:4][O:5][C:6]1[CH:15]=[CH:14][C:13]([F:16])=[C:12]2[C:7]=1[C:8]([O:28][CH:29]([F:31])[F:30])=[C:9]([CH2:19][C:20]1[CH:25]=[CH:24][C:23]([C:26]#[N:27])=[CH:22][CH:21]=1)[C:10]([CH2:17][CH3:18])=[N:11]2.[OH-].[Li+]. (2) Given the product [CH3:1][C:2]1[CH:3]=[CH:4][C:5]([C:8]2[O:12][N:11]=[CH:10][C:9]=2[C:13]([N:19]2[CH2:18][CH2:17][N:16]([C:22]([N:24]3[CH2:25][CH2:26][CH2:27][CH2:28]3)=[O:23])[CH2:21][CH2:20]2)=[O:15])=[CH:6][CH:7]=1, predict the reactants needed to synthesize it. The reactants are: [CH3:1][C:2]1[CH:7]=[CH:6][C:5]([C:8]2[O:12][N:11]=[CH:10][C:9]=2[C:13]([OH:15])=O)=[CH:4][CH:3]=1.[N:16]1([C:22]([N:24]2[CH2:28][CH2:27][CH2:26][CH2:25]2)=[O:23])[CH2:21][CH2:20][NH:19][CH2:18][CH2:17]1.